Dataset: HIV replication inhibition screening data with 41,000+ compounds from the AIDS Antiviral Screen. Task: Binary Classification. Given a drug SMILES string, predict its activity (active/inactive) in a high-throughput screening assay against a specified biological target. (1) The drug is CCC1ON(C)C2CN(C)C(=O)C12. The result is 0 (inactive). (2) The compound is C[N+]12CCCc3cc(CO)cc(c31)CCC2. The result is 1 (active). (3) The molecule is N#CC1(C=O)c2ccccc2C=CN1C(=O)c1ccccc1. The result is 0 (inactive). (4) The drug is O=C1CC2C=CC1C2CO. The result is 0 (inactive). (5) The molecule is COc1cc(C(=O)C=Cc2ccc(OCCSCCCCCCCCCCSCCOc3ccc(C=CC(=O)c4cc(OC)c(OC)c(OC)c4)cc3)cc2)cc(OC)c1OC. The result is 0 (inactive). (6) The molecule is O=[N+]([O-])c1ccc(-c2nnc(C34CC5CC(CC(C5)C3)C4)o2)cc1. The result is 0 (inactive).